This data is from Reaction yield outcomes from USPTO patents with 853,638 reactions. The task is: Predict the reaction yield, written as a fraction of the theoretical maximum amount of product (1.0 means a 100% yield; for example, 0.34 means a 34% yield). The reactants are [CH3:1][C:2]1([CH3:18])[C:6]([CH3:8])([CH3:7])[O:5][B:4]([C:9]2[CH:14]=[CH:13][C:12]([CH2:15][C:16]#[N:17])=[CH:11][CH:10]=2)[O:3]1.[H-].[Na+].[CH2:21](I)[CH3:22].[CH2:24]1COC[CH2:25]1. The catalyst is CN(C=O)C. The product is [CH2:24]([C:15]([C:12]1[CH:13]=[CH:14][C:9]([B:4]2[O:3][C:2]([CH3:18])([CH3:1])[C:6]([CH3:7])([CH3:8])[O:5]2)=[CH:10][CH:11]=1)([CH2:21][CH3:22])[C:16]#[N:17])[CH3:25]. The yield is 0.380.